Dataset: Full USPTO retrosynthesis dataset with 1.9M reactions from patents (1976-2016). Task: Predict the reactants needed to synthesize the given product. (1) The reactants are: CC(OC([N:8]1[C:12]2[CH:13]=[C:14]([C:17]3[CH:18]=[CH:19][C:20]4[O:26][CH2:25][CH2:24][N:23](C(OC(C)(C)C)=O)[CH2:22][C:21]=4[CH:34]=3)[CH:15]=[CH:16][C:11]=2[N:10]=[C:9]1[CH3:35])=O)(C)C.C(OCC)C.[ClH:41]. Given the product [ClH:41].[ClH:41].[CH3:35][C:9]1[NH:8][C:12]2[CH:13]=[C:14]([C:17]3[CH:18]=[CH:19][C:20]4[O:26][CH2:25][CH2:24][NH:23][CH2:22][C:21]=4[CH:34]=3)[CH:15]=[CH:16][C:11]=2[N:10]=1, predict the reactants needed to synthesize it. (2) Given the product [CH3:1][N:2]1[C:10]2[C:5](=[C:6]([O:11][C:12]3[CH:21]=[CH:20][C:19]4[C:14](=[CH:15][CH:16]=[CH:17][CH:18]=4)[CH:13]=3)[CH:7]=[CH:8][CH:9]=2)[C:4]([C:22](=[O:26])[CH2:23][C:24]#[N:25])=[CH:3]1, predict the reactants needed to synthesize it. The reactants are: [CH3:1][N:2]1[C:10]2[C:5](=[C:6]([O:11][C:12]3[CH:21]=[CH:20][C:19]4[C:14](=[CH:15][CH:16]=[CH:17][CH:18]=4)[CH:13]=3)[CH:7]=[CH:8][CH:9]=2)[C:4]([C:22]2[O:26][N:25]=[C:24](N)[CH:23]=2)=[CH:3]1.S(O)(O)(=O)=O.NO.[OH-].[Na+]. (3) Given the product [O:28]=[C:23]1[C:22]([S:19]([NH:18][C:16]([C:5]2[C:6]([N:8]3[CH2:12][C@@H:11]([CH3:13])[CH2:10][C:9]3([CH3:15])[CH3:14])=[N:7][C:2]([C:29]3[CH:34]=[CH:33][CH:32]=[CH:31][CH:30]=3)=[CH:3][CH:4]=2)=[O:17])(=[O:21])=[O:20])=[CH:27][CH:26]=[CH:25][NH:24]1, predict the reactants needed to synthesize it. The reactants are: Cl[C:2]1[N:7]=[C:6]([N:8]2[CH2:12][C@@H:11]([CH3:13])[CH2:10][C:9]2([CH3:15])[CH3:14])[C:5]([C:16]([NH:18][S:19]([C:22]2[C:23](=[O:28])[NH:24][CH:25]=[CH:26][CH:27]=2)(=[O:21])=[O:20])=[O:17])=[CH:4][CH:3]=1.[C:29]1(B(O)O)[CH:34]=[CH:33][CH:32]=[CH:31][CH:30]=1.C([O-])([O-])=O.[K+].[K+]. (4) Given the product [Si:20]([O:27][CH:28]([CH2:32][CH2:33][CH2:34][CH2:35][CH2:36][CH2:37][CH2:38]/[CH:39]=[CH:40]\[CH2:41]/[CH:42]=[CH:43]\[CH2:44][CH2:45][CH2:46][CH2:47][CH3:48])[CH2:29][CH:30]([OH:31])[CH2:1][CH2:2][CH2:3][CH2:4][CH2:5][CH2:6][CH2:7][CH2:8]/[CH:9]=[CH:10]\[CH2:11]/[CH:12]=[CH:13]\[CH2:14][CH2:15][CH2:16][CH2:17][CH3:18])([C:23]([CH3:26])([CH3:25])[CH3:24])([CH3:22])[CH3:21], predict the reactants needed to synthesize it. The reactants are: [CH2:1](Br)[CH2:2][CH2:3][CH2:4][CH2:5][CH2:6][CH2:7][CH2:8]/[CH:9]=[CH:10]\[CH2:11]/[CH:12]=[CH:13]\[CH2:14][CH2:15][CH2:16][CH2:17][CH3:18].[Si:20]([O:27][CH:28]([CH2:32][CH2:33][CH2:34][CH2:35][CH2:36][CH2:37][CH2:38]/[CH:39]=[CH:40]\[CH2:41]/[CH:42]=[CH:43]\[CH2:44][CH2:45][CH2:46][CH2:47][CH3:48])[CH2:29][CH:30]=[O:31])([C:23]([CH3:26])([CH3:25])[CH3:24])([CH3:22])[CH3:21]. (5) The reactants are: [CH3:1][O:2][C:3]1[CH:8]=[CH:7][N:6]=[C:5]([NH:9][CH3:10])[CH:4]=1.Cl[C:12]1[CH:17]=[CH:16][N:15]=[C:14]([NH:18][C:19]2[CH:24]=[C:23]([N:25]3[CH2:30][CH2:29][O:28][CH2:27][CH2:26]3)[CH:22]=[C:21]([N:31]3[CH2:36][CH2:35][O:34][CH2:33][CH2:32]3)[CH:20]=2)[N:13]=1.C(=O)([O-])[O-].[K+].[K+].CC1(C)C2C=CC=C(P(C3C=CC=CC=3)C3C=CC=CC=3)C=2OC2C1=CC=CC=2P(C1C=CC=CC=1)C1C=CC=CC=1. Given the product [N:31]1([C:21]2[CH:20]=[C:19]([NH:18][C:14]3[N:13]=[C:12]([N:9]([C:5]4[CH:4]=[C:3]([O:2][CH3:1])[CH:8]=[CH:7][N:6]=4)[CH3:10])[CH:17]=[CH:16][N:15]=3)[CH:24]=[C:23]([N:25]3[CH2:30][CH2:29][O:28][CH2:27][CH2:26]3)[CH:22]=2)[CH2:36][CH2:35][O:34][CH2:33][CH2:32]1, predict the reactants needed to synthesize it. (6) Given the product [F:27][C@@:14]1([CH2:13][NH:12][C:10]2[C:5]3=[N:6][CH:7]=[CH:8][N:9]=[C:4]3[CH:3]=[C:2]([C:36]3[CH:37]=[N:38][N:39]([CH2:41][C:42]([F:45])([F:44])[F:43])[CH:40]=3)[N:11]=2)[CH2:19][CH2:18][CH2:17][NH:16][CH2:15]1, predict the reactants needed to synthesize it. The reactants are: Cl[C:2]1[N:11]=[C:10]([NH:12][CH2:13][C@:14]2([F:27])[CH2:19][CH2:18][CH2:17][N:16](C(OC(C)(C)C)=O)[CH2:15]2)[C:5]2=[N:6][CH:7]=[CH:8][N:9]=[C:4]2[CH:3]=1.CC1(C)C(C)(C)OB([C:36]2[CH:37]=[N:38][N:39]([CH2:41][C:42]([F:45])([F:44])[F:43])[CH:40]=2)O1.C(=O)([O-])[O-].[Cs+].[Cs+].FC(F)(F)C(O)=O.